Dataset: NCI-60 drug combinations with 297,098 pairs across 59 cell lines. Task: Regression. Given two drug SMILES strings and cell line genomic features, predict the synergy score measuring deviation from expected non-interaction effect. (1) Drug 1: CC1OCC2C(O1)C(C(C(O2)OC3C4COC(=O)C4C(C5=CC6=C(C=C35)OCO6)C7=CC(=C(C(=C7)OC)O)OC)O)O. Drug 2: COCCOC1=C(C=C2C(=C1)C(=NC=N2)NC3=CC=CC(=C3)C#C)OCCOC.Cl. Cell line: SK-MEL-2. Synergy scores: CSS=30.8, Synergy_ZIP=-6.75, Synergy_Bliss=-3.80, Synergy_Loewe=-13.7, Synergy_HSA=-5.12. (2) Drug 1: C1=C(C(=O)NC(=O)N1)F. Drug 2: CCN(CC)CCNC(=O)C1=C(NC(=C1C)C=C2C3=C(C=CC(=C3)F)NC2=O)C. Cell line: CCRF-CEM. Synergy scores: CSS=14.5, Synergy_ZIP=-8.91, Synergy_Bliss=-19.8, Synergy_Loewe=-22.3, Synergy_HSA=-21.2. (3) Drug 1: CN1CCC(CC1)COC2=C(C=C3C(=C2)N=CN=C3NC4=C(C=C(C=C4)Br)F)OC. Drug 2: C1=CC(=CC=C1CCCC(=O)O)N(CCCl)CCCl. Cell line: HS 578T. Synergy scores: CSS=17.5, Synergy_ZIP=0.117, Synergy_Bliss=7.26, Synergy_Loewe=0.984, Synergy_HSA=1.43.